Dataset: Experimentally validated miRNA-target interactions with 360,000+ pairs, plus equal number of negative samples. Task: Binary Classification. Given a miRNA mature sequence and a target amino acid sequence, predict their likelihood of interaction. The protein sequence of the target gene is MASWLPETLFEIVGQGPAPSKDYYQLLITRTQIIFRWWKISLRSEYRSAKPGETKESHEDFLDNSHLQVQVAVVFGTKILDYVFNLCEGKFDYLERLSDRLLLKIICYLDLEDIASLSQTSSKFEKLCKSDLLWEQIVQSTCDTITPDMRALAKNMGWRQMFLTNNIQLQRQTRKKKQRQENQAEKLA. Result: 0 (no interaction). The miRNA is hsa-miR-718 with sequence CUUCCGCCCCGCCGGGCGUCG.